From a dataset of Forward reaction prediction with 1.9M reactions from USPTO patents (1976-2016). Predict the product of the given reaction. (1) Given the reactants [NH2:1][C:2]1[C:3]([C:14]([OH:16])=O)=[N:4][C:5]([O:12][CH3:13])=[C:6]([C:8]([F:11])([F:10])[F:9])[CH:7]=1.[F:17][C:18]([F:34])([F:33])[C:19]([CH3:32])([NH:22][CH2:23][C:24]1[CH:29]=[CH:28][C:27]([O:30][CH3:31])=[CH:26][CH:25]=1)[CH2:20][NH2:21].CCN(C(C)C)C(C)C, predict the reaction product. The product is: [NH2:1][C:2]1[C:3]([C:14]([NH:21][CH2:20][C:19]([NH:22][CH2:23][C:24]2[CH:25]=[CH:26][C:27]([O:30][CH3:31])=[CH:28][CH:29]=2)([CH3:32])[C:18]([F:34])([F:33])[F:17])=[O:16])=[N:4][C:5]([O:12][CH3:13])=[C:6]([C:8]([F:9])([F:10])[F:11])[CH:7]=1. (2) Given the reactants Br[C:2]1[N:7]=[C:6]([CH3:8])[NH:5][C:4](=[O:9])[C:3]=1[N+:10]([O-:12])=[O:11].[CH3:13][C:14]1[N:15]=[C:16]([OH:25])[C:17]2[CH2:23][CH2:22][NH:21][CH2:20][CH2:19][C:18]=2[N:24]=1.C(N(CC)CC)C, predict the reaction product. The product is: [OH:9][C:4]1[N:5]=[C:6]([CH3:8])[N:7]=[C:2]([N:21]2[CH2:22][CH2:23][C:17]3[C:16]([OH:25])=[N:15][C:14]([CH3:13])=[N:24][C:18]=3[CH2:19][CH2:20]2)[C:3]=1[N+:10]([O-:12])=[O:11].